From a dataset of Forward reaction prediction with 1.9M reactions from USPTO patents (1976-2016). Predict the product of the given reaction. The product is: [CH3:7][O:8][C:9]1[CH:62]=[CH:61][CH:60]=[CH:59][C:10]=1[CH2:11][O:12][CH2:13][CH2:14][CH2:15][O:16][C:17]1[CH:18]=[CH:19][C:20]([CH:23]2[CH2:28][CH2:27][N:26]([C:29]([O:31][C:32]([CH3:35])([CH3:33])[CH3:34])=[O:30])[CH2:25][CH:24]2[O:36][CH2:37][CH2:38][O:39][C:40]2[CH:45]=[CH:44][CH:43]=[CH:42][C:41]=2[CH2:46][CH2:47][N:1]2[CH:5]=[N:4][CH:3]=[N:2]2)=[CH:21][CH:22]=1. Given the reactants [NH:1]1[CH:5]=[N:4][C-:3]=[N:2]1.[Na+].[CH3:7][O:8][C:9]1[CH:62]=[CH:61][CH:60]=[CH:59][C:10]=1[CH2:11][O:12][CH2:13][CH2:14][CH2:15][O:16][C:17]1[CH:22]=[CH:21][C:20]([CH:23]2[CH2:28][CH2:27][N:26]([C:29]([O:31][C:32]([CH3:35])([CH3:34])[CH3:33])=[O:30])[CH2:25][CH:24]2[O:36][CH2:37][CH2:38][O:39][C:40]2[CH:45]=[CH:44][CH:43]=[CH:42][C:41]=2[CH2:46][CH2:47]OS(C2C=CC(C)=CC=2)(=O)=O)=[CH:19][CH:18]=1, predict the reaction product.